This data is from Full USPTO retrosynthesis dataset with 1.9M reactions from patents (1976-2016). The task is: Predict the reactants needed to synthesize the given product. Given the product [CH2:44]([C:41]1[CH:42]=[CH:43][C:38]([C:9]2[C:10](=[O:37])[C:11]([C:19]3[CH:20]=[CH:21][C:22]([CH2:25][CH2:26][CH2:27][CH2:28][CH2:29][CH2:30][CH2:31][CH2:32][CH2:33][CH2:34][CH2:35][CH3:36])=[CH:23][CH:24]=3)=[C:12]([C:13]3[CH:18]=[CH:17][CH:16]=[C:15]([C:61]#[C:60][Si:57]([CH3:59])([CH3:58])[CH3:56])[CH:14]=3)[C:8]=2[C:4]2[CH:3]=[CH:2][CH:7]=[CH:6][CH:5]=2)=[CH:39][CH:40]=1)[CH2:45][CH2:46][CH2:47][CH2:48][CH2:49][CH2:50][CH2:51][CH2:52][CH2:53][CH2:54][CH3:55], predict the reactants needed to synthesize it. The reactants are: Br[C:2]1[CH:3]=[C:4]([C:8]2[C:12]([C:13]3[CH:18]=[CH:17][CH:16]=[CH:15][CH:14]=3)=[C:11]([C:19]3[CH:24]=[CH:23][C:22]([CH2:25][CH2:26][CH2:27][CH2:28][CH2:29][CH2:30][CH2:31][CH2:32][CH2:33][CH2:34][CH2:35][CH3:36])=[CH:21][CH:20]=3)[C:10](=[O:37])[C:9]=2[C:38]2[CH:43]=[CH:42][C:41]([CH2:44][CH2:45][CH2:46][CH2:47][CH2:48][CH2:49][CH2:50][CH2:51][CH2:52][CH2:53][CH2:54][CH3:55])=[CH:40][CH:39]=2)[CH:5]=[CH:6][CH:7]=1.[CH3:56][Si:57]([C:60]#[CH:61])([CH3:59])[CH3:58].